Dataset: Full USPTO retrosynthesis dataset with 1.9M reactions from patents (1976-2016). Task: Predict the reactants needed to synthesize the given product. (1) Given the product [NH2:4][C:3]1[C:2]([CH3:1])=[CH:8][C:7]([CH:13]=[O:11])=[C:6]([CH3:9])[CH:5]=1, predict the reactants needed to synthesize it. The reactants are: [CH3:1][C:2]1[CH:8]=[CH:7][C:6]([CH3:9])=[CH:5][C:3]=1[NH2:4].Cl.[OH-:11].[Na+].[CH3:13]S(C)=O. (2) The reactants are: [CH3:1][N:2]([CH3:36])[CH2:3][CH2:4][NH:5][C:6]([NH:8][C:9]1[CH:14]=[CH:13][C:12]([C:15]2[N:16]=[C:17]([N:30]3[CH2:35][CH2:34][O:33][CH2:32][CH2:31]3)[C:18]3[N:23]=[N:22][N:21]([CH:24]4[CH2:29][CH2:28][NH:27][CH2:26][CH2:25]4)[C:19]=3[N:20]=2)=[CH:11][CH:10]=1)=[O:7].[CH:37](=O)[CH2:38][CH2:39][CH3:40].[BH-](OC(C)=O)(OC(C)=O)OC(C)=O.[Na+].CC(O)=O. Given the product [CH2:37]([N:27]1[CH2:28][CH2:29][CH:24]([N:21]2[C:19]3[N:20]=[C:15]([C:12]4[CH:11]=[CH:10][C:9]([NH:8][C:6]([NH:5][CH2:4][CH2:3][N:2]([CH3:36])[CH3:1])=[O:7])=[CH:14][CH:13]=4)[N:16]=[C:17]([N:30]4[CH2:35][CH2:34][O:33][CH2:32][CH2:31]4)[C:18]=3[N:23]=[N:22]2)[CH2:25][CH2:26]1)[CH2:38][CH2:39][CH3:40], predict the reactants needed to synthesize it. (3) Given the product [Cl:28][C:23]1[CH:22]=[C:21]([NH:20][C:11]2[C:10]3[C:15](=[CH:16][C:17]([O:18][CH3:19])=[C:8]([NH:7][C:5](=[O:6])/[CH:4]=[CH:3]/[CH2:2][N:32]4[CH2:33][CH2:34][O:29][CH:30]5[CH2:38][CH2:37][CH2:36][CH2:35][CH:31]45)[CH:9]=3)[N:14]=[CH:13][N:12]=2)[CH:26]=[CH:25][C:24]=1[F:27], predict the reactants needed to synthesize it. The reactants are: Br[CH2:2]/[CH:3]=[CH:4]/[C:5]([NH:7][C:8]1[CH:9]=[C:10]2[C:15](=[CH:16][C:17]=1[O:18][CH3:19])[N:14]=[CH:13][N:12]=[C:11]2[NH:20][C:21]1[CH:26]=[CH:25][C:24]([F:27])=[C:23]([Cl:28])[CH:22]=1)=[O:6].[O:29]1[CH2:34][CH2:33][NH:32][CH:31]2[CH2:35][CH2:36][CH2:37][CH2:38][CH:30]12.CCN(C(C)C)C(C)C.O. (4) Given the product [CH2:12]([O:11][C:9](=[O:10])[CH2:8][C:7]1[N:22]=[C:20]([CH3:21])[S:23][C:14]=1[C:15]([O:17][CH2:18][CH3:19])=[O:16])[CH3:13], predict the reactants needed to synthesize it. The reactants are: S(Cl)(Cl)(=O)=O.O=[C:7]([CH2:14][C:15]([O:17][CH2:18][CH3:19])=[O:16])[CH2:8][C:9]([O:11][CH2:12][CH3:13])=[O:10].[C:20](=[S:23])([NH2:22])[CH3:21]. (5) Given the product [OH:1][CH2:9][CH2:10][CH2:11][O:12][C:13]1[CH:14]=[CH:15][C:16]([C:19]2[N:20]=[C:21]3[CH:26]=[CH:25][C:24]([I:27])=[CH:23][N:22]3[CH:28]=2)=[CH:17][CH:18]=1, predict the reactants needed to synthesize it. The reactants are: [O:1]([CH2:9][CH2:10][CH2:11][O:12][C:13]1[CH:18]=[CH:17][C:16]([C:19]2[N:20]=[C:21]3[CH:26]=[CH:25][C:24]([I:27])=[CH:23][N:22]3[CH:28]=2)=[CH:15][CH:14]=1)[Si](C(C)(C)C)(C)C.[F-].C([N+](CCCC)(CCCC)CCCC)CCC.[Cl-].[NH4+].O. (6) Given the product [Cl:1][C:2]1[N:7]=[C:6]([S:8]([CH3:10])(=[O:18])=[O:9])[N:5]=[C:4]([NH:11][C:12]2[NH:16][N:15]=[C:14]([CH3:17])[CH:13]=2)[CH:3]=1, predict the reactants needed to synthesize it. The reactants are: [Cl:1][C:2]1[N:7]=[C:6]([S:8]([CH3:10])=[O:9])[N:5]=[C:4]([NH:11][C:12]2[NH:16][N:15]=[C:14]([CH3:17])[CH:13]=2)[CH:3]=1.[OH:18]OS([O-])=O.[K+]. (7) Given the product [C:12]12([NH:22][CH2:10][C:3]3[N:4]4[CH:9]=[CH:8][CH:7]=[CH:6][C:5]4=[N:1][CH:2]=3)[CH2:19][CH:18]3[CH2:17][CH:16]([CH2:15][CH:14]([CH2:20]3)[CH2:13]1)[CH2:21]2, predict the reactants needed to synthesize it. The reactants are: [N:1]1[CH:2]=[C:3]([CH:10]=O)[N:4]2[CH:9]=[CH:8][CH:7]=[CH:6][C:5]=12.[C:12]12([NH2:22])[CH2:21][CH:16]3[CH2:17][CH:18]([CH2:20][CH:14]([CH2:15]3)[CH2:13]1)[CH2:19]2. (8) The reactants are: [NH2:1][C@H:2]1[CH2:7][CH2:6][C@H:5]([OH:8])[CH2:4][CH2:3]1.CCN(C(C)C)C(C)C.[Br:18][C:19]1[CH:24]=[CH:23][CH:22]=[CH:21][C:20]=1[S:25](Cl)(=[O:27])=[O:26]. Given the product [Br:18][C:19]1[CH:24]=[CH:23][CH:22]=[CH:21][C:20]=1[S:25]([NH:1][C@H:2]1[CH2:7][CH2:6][C@H:5]([OH:8])[CH2:4][CH2:3]1)(=[O:27])=[O:26], predict the reactants needed to synthesize it. (9) Given the product [Br:1][C:2]1[CH:11]=[CH:10][C:9]([F:12])=[CH:8][C:3]=1[N:4]([CH:5]([CH3:7])[CH3:6])[C:25]([CH:22]1[CH2:24][CH2:23]1)=[O:26], predict the reactants needed to synthesize it. The reactants are: [Br:1][C:2]1[CH:11]=[CH:10][C:9]([F:12])=[CH:8][C:3]=1[NH:4][CH:5]([CH3:7])[CH3:6].CCN(C(C)C)C(C)C.[CH:22]1([C:25](Cl)=[O:26])[CH2:24][CH2:23]1.O. (10) Given the product [Cl:1][C:2]1[CH:22]=[CH:21][CH:20]=[C:19]([C:23]([F:26])([F:25])[F:24])[C:3]=1[C:4]([N:6]1[C:14]2[C:9](=[CH:10][CH:11]=[C:12]([C:15]([OH:17])=[O:16])[CH:13]=2)[C:8]([C:29]2[CH:30]=[CH:31][C:32]([C:34]([O:36][CH3:37])=[O:35])=[CH:33][C:28]=2[F:27])=[CH:7]1)=[O:5], predict the reactants needed to synthesize it. The reactants are: [Cl:1][C:2]1[CH:22]=[CH:21][CH:20]=[C:19]([C:23]([F:26])([F:25])[F:24])[C:3]=1[C:4]([N:6]1[C:14]2[C:9](=[CH:10][CH:11]=[C:12]([C:15]([OH:17])=[O:16])[CH:13]=2)[C:8](I)=[CH:7]1)=[O:5].[F:27][C:28]1[CH:33]=[C:32]([C:34]([O:36][CH3:37])=[O:35])[CH:31]=[CH:30][C:29]=1B(O)O.CC([O-])=O.[K+].